From a dataset of Forward reaction prediction with 1.9M reactions from USPTO patents (1976-2016). Predict the product of the given reaction. (1) Given the reactants [CH:1]1([NH2:6])CCC[CH2:2]1.FC1C=C(C)C=CC=1[N+]([O-])=[O:15].[CH:18]1([NH:23][C:24]2[CH:30]=[C:29]([CH3:31])[CH:28]=[CH:27][C:25]=2[NH2:26])[CH2:22][CH2:21][CH2:20][CH2:19]1.N[C:33]1[S:34]C=[CH:36][N:37]=1, predict the reaction product. The product is: [CH:18]1([NH:23][C:24]2[CH:30]=[C:29]([CH3:31])[CH:28]=[CH:27][C:25]=2[NH2:26])[CH2:22][CH2:21][CH2:20][CH2:19]1.[CH:18]1([NH:23][C:24]2[CH:30]=[C:29]([CH3:31])[CH:28]=[CH:27][C:25]=2[NH:26][C:36]([NH:37][C:33]2[S:34][CH:2]=[CH:1][N:6]=2)=[O:15])[CH2:22][CH2:21][CH2:20][CH2:19]1. (2) Given the reactants [O:1]1[C:5]2([CH2:10][CH2:9][CH:8]([C:11]([O:13][CH2:14][CH3:15])=[O:12])[CH2:7][CH2:6]2)[O:4][CH2:3][CH2:2]1.C([SiH](CC)CC)C.FC(F)(F)S(O[Si](C(C)(C)C)(C)C)(=O)=O.O, predict the reaction product. The product is: [OH:1][CH2:2][CH2:3][O:4][CH:5]1[CH2:10][CH2:9][CH:8]([C:11]([O:13][CH2:14][CH3:15])=[O:12])[CH2:7][CH2:6]1. (3) Given the reactants [C:1](=[O:4])([O-])[O-].[Na+].[Na+].[CH3:7][C:8]([C:10]1[C:15](O)=[CH:14][C:13]([OH:17])=[CH:12][C:11]=1[OH:18])=[O:9].[CH:19]([O:21]S([O-])(=O)=O)=O.[Na+].S(=O)(=O)(O)O, predict the reaction product. The product is: [CH:8]1[C:10]([C:12]2[C:11](=[O:18])[C:10]3[C:8]([OH:9])=[CH:7][C:19]([OH:21])=[CH:14][C:15]=3[O:17][CH:13]=2)=[CH:11][CH:12]=[C:1]([OH:4])[CH:7]=1.